From a dataset of Full USPTO retrosynthesis dataset with 1.9M reactions from patents (1976-2016). Predict the reactants needed to synthesize the given product. (1) Given the product [Cl:27][C:13]1[CH:14]=[C:15]([NH:18][C:19]2[CH:24]=[CH:23][C:22]([F:25])=[CH:21][C:20]=2[CH3:26])[CH:16]=[CH:17][C:12]=1[C:10]([C:8]1[CH:9]=[C:4]([N:1]2[CH:32]=[C:31]([CH2:30][CH2:29][OH:33])[N:3]=[N:2]2)[CH:5]=[CH:6][C:7]=1[CH3:28])=[O:11], predict the reactants needed to synthesize it. The reactants are: [N:1]([C:4]1[CH:5]=[CH:6][C:7]([CH3:28])=[C:8]([C:10]([C:12]2[CH:17]=[CH:16][C:15]([NH:18][C:19]3[CH:24]=[CH:23][C:22]([F:25])=[CH:21][C:20]=3[CH3:26])=[CH:14][C:13]=2[Cl:27])=[O:11])[CH:9]=1)=[N+:2]=[N-:3].[CH2:29]([OH:33])[CH2:30][C:31]#[CH:32]. (2) The reactants are: [CH2:1]([CH2:3][NH2:4])[OH:2].O=[C:6]1[CH2:11][CH2:10][N:9]([C:12]([O:14][C:15]([CH3:18])([CH3:17])[CH3:16])=[O:13])[CH2:8][CH2:7]1. Given the product [OH:2][CH2:1][CH2:3][NH:4][CH:6]1[CH2:11][CH2:10][N:9]([C:12]([O:14][C:15]([CH3:18])([CH3:17])[CH3:16])=[O:13])[CH2:8][CH2:7]1, predict the reactants needed to synthesize it. (3) The reactants are: [CH2:1]([O:3][C:4]1[C:8]([CH3:9])=[C:7]([NH2:10])[N:6]([C:11]2[CH:16]=[CH:15][CH:14]=[CH:13][CH:12]=2)[N:5]=1)[CH3:2].[OH-].[Na+].Cl[C:20]([O:22][C:23]1[CH:28]=[CH:27][CH:26]=[CH:25][CH:24]=1)=[O:21]. Given the product [CH2:1]([O:3][C:4]1[C:8]([CH3:9])=[C:7]([NH:10][C:20](=[O:21])[O:22][C:23]2[CH:28]=[CH:27][CH:26]=[CH:25][CH:24]=2)[N:6]([C:11]2[CH:16]=[CH:15][CH:14]=[CH:13][CH:12]=2)[N:5]=1)[CH3:2], predict the reactants needed to synthesize it.